Predict the product of the given reaction. From a dataset of Forward reaction prediction with 1.9M reactions from USPTO patents (1976-2016). The product is: [ClH:1].[ClH:1].[NH2:26][C:27]1[CH:28]=[C:29]([CH:32]=[C:33]([NH:35][C:2]2[N:11]=[C:10]([N:12]3[CH2:16][CH2:15][C@H:14]([NH:17][CH3:25])[CH2:13]3)[C:9]3[CH2:8][CH2:7][CH2:6][CH2:5][C:4]=3[N:3]=2)[CH:34]=1)[C:30]#[N:31]. Given the reactants [Cl:1][C:2]1[N:11]=[C:10]([N:12]2[CH2:16][CH2:15][C@H:14]([N:17]([CH3:25])C(=O)OC(C)(C)C)[CH2:13]2)[C:9]2[CH2:8][CH2:7][CH2:6][CH2:5][C:4]=2[N:3]=1.[NH2:26][C:27]1[CH:28]=[C:29]([CH:32]=[C:33]([NH2:35])[CH:34]=1)[C:30]#[N:31].C(=O)([O-])[O-].[Cs+].[Cs+], predict the reaction product.